This data is from Forward reaction prediction with 1.9M reactions from USPTO patents (1976-2016). The task is: Predict the product of the given reaction. (1) Given the reactants [Mg].Br[C:3]1[S:4][CH:5]=[CH:6][CH:7]=1.II.[CH3:10][O:11][Si:12](OC)(OC)[O:13][CH3:14], predict the reaction product. The product is: [S:4]1[CH:5]=[CH:6][CH:7]=[C:3]1[Si:12]([C:3]1[S:4][CH:5]=[CH:6][CH:7]=1)([O:13][CH3:14])[O:11][CH3:10]. (2) Given the reactants [CH2:1]([C@@H:8]1[CH2:12][O:11][C:10](=[O:13])[N:9]1[C:14](=[O:19])[CH2:15][CH2:16][CH:17]=[CH2:18])[C:2]1[CH:7]=[CH:6][CH:5]=[CH:4][CH:3]=1.[Li+].C[Si]([N-][Si](C)(C)C)(C)C.[CH3:30][C:31]1[CH:32]=[C:33]([CH:36]=[C:37]([CH3:40])[C:38]=1[F:39])[CH2:34]Br, predict the reaction product. The product is: [CH2:1]([C@@H:8]1[CH2:12][O:11][C:10](=[O:13])[N:9]1[C:14](=[O:19])[C@H:15]([CH2:34][C:33]1[CH:36]=[C:37]([CH3:40])[C:38]([F:39])=[C:31]([CH3:30])[CH:32]=1)[CH2:16][CH:17]=[CH2:18])[C:2]1[CH:3]=[CH:4][CH:5]=[CH:6][CH:7]=1. (3) Given the reactants [Cl:1][C:2]1[N:3]=[C:4]([N:13]2[CH2:18][CH2:17][O:16][CH2:15][CH2:14]2)[C:5]2[S:10][C:9]([CH:11]=O)=[CH:8][C:6]=2[N:7]=1.[CH3:19][N:20]([CH3:27])[CH:21]1[CH2:26][CH2:25][NH:24][CH2:23][CH2:22]1.C(O[BH-](OC(=O)C)OC(=O)C)(=O)C.[Na+].C(O)(=O)C, predict the reaction product. The product is: [Cl:1][C:2]1[N:3]=[C:4]([N:13]2[CH2:18][CH2:17][O:16][CH2:15][CH2:14]2)[C:5]2[S:10][C:9]([CH2:11][N:24]3[CH2:25][CH2:26][CH:21]([N:20]([CH3:27])[CH3:19])[CH2:22][CH2:23]3)=[CH:8][C:6]=2[N:7]=1. (4) Given the reactants [C:1]([S:14]([NH:17][CH3:18])(=[O:16])=[O:15])([C:4]([C:7]([C:10]([F:13])([F:12])[F:11])([F:9])[F:8])([F:6])[F:5])([F:3])[F:2].[OH-].[K+].[CH2:21](Br)[CH:22]=[CH2:23], predict the reaction product. The product is: [C:1]([S:14]([N:17]([CH2:23][CH:22]=[CH2:21])[CH3:18])(=[O:15])=[O:16])([C:4]([C:7]([C:10]([F:13])([F:11])[F:12])([F:9])[F:8])([F:6])[F:5])([F:3])[F:2]. (5) Given the reactants Cl.[NH2:2][CH:3]([C:16]1[C:21](=[O:22])[CH2:20][CH2:19][CH2:18][C:17]=1[NH:23][C:24]1[CH:29]=[CH:28][CH:27]=[C:26]([C:30]([F:33])([F:32])[F:31])[CH:25]=1)[C:4]1[CH:11]=[CH:10][C:7]([C:8]#[N:9])=[CH:6][C:5]=1[S:12]([CH3:15])(=[O:14])=[O:13].[C:34](N1C=CN=C1)(N1C=CN=C1)=[O:35].C(N(CC)CC)C, predict the reaction product. The product is: [O:35]=[C:34]1[NH:2][CH:3]([C:4]2[CH:11]=[CH:10][C:7]([C:8]#[N:9])=[CH:6][C:5]=2[S:12]([CH3:15])(=[O:14])=[O:13])[C:16]2[C:21](=[O:22])[CH2:20][CH2:19][CH2:18][C:17]=2[N:23]1[C:24]1[CH:29]=[CH:28][CH:27]=[C:26]([C:30]([F:33])([F:31])[F:32])[CH:25]=1.